Task: Predict the reactants needed to synthesize the given product.. Dataset: Full USPTO retrosynthesis dataset with 1.9M reactions from patents (1976-2016) (1) The reactants are: [C:1]1([C:3](=[CH:5][CH:6]=[CH:7][CH:8]=1)O)O.C([Zn]CC)C.[C:14]1([C:20]#[C:21][Li])[CH:19]=[CH:18][CH:17]=[CH:16][CH:15]=1.C(#N)C1C=CC=CC=1.CCCCCCCCCCCCC. Given the product [C:1]1([C:21]#[C:20][C:14]2[CH:19]=[CH:18][CH:17]=[CH:16][CH:15]=2)[CH:3]=[CH:5][CH:6]=[CH:7][CH:8]=1, predict the reactants needed to synthesize it. (2) Given the product [Br:1][C:2]1[N:3]=[CH:4][C:5]([CH:11]([OH:16])[CH3:12])=[CH:6][CH:7]=1, predict the reactants needed to synthesize it. The reactants are: [Br:1][C:2]1[CH:7]=[CH:6][C:5](Br)=[CH:4][N:3]=1.C([Li])C[CH2:11][CH3:12].[BH4-].[Na+].[OH-:16].[Na+]. (3) Given the product [CH3:1][N:2]1[CH2:7][CH2:6][O:5][CH2:4][CH2:3]1.[CH2:9]([Cl:11])[Cl:10], predict the reactants needed to synthesize it. The reactants are: [CH3:1][N:2]1[CH2:7][CH2:6][O:5][CH2:4][CH2:3]1.Cl.[CH2:9]([Cl:11])[Cl:10]. (4) Given the product [CH3:1][C:2]1[CH:3]=[C:4]([C:8]2[CH:13]=[CH:12][C:11](/[C:14](/[CH3:19])=[CH:15]/[CH2:16][OH:17])=[CH:10][CH:9]=2)[CH:5]=[CH:6][CH:7]=1, predict the reactants needed to synthesize it. The reactants are: [CH3:1][C:2]1[CH:3]=[C:4]([C:8]2[CH:13]=[CH:12][C:11](/[C:14](/[CH3:19])=[CH:15]/[C:16]([O-])=[O:17])=[CH:10][CH:9]=2)[CH:5]=[CH:6][CH:7]=1.CC(C[AlH]CC(C)C)C. (5) Given the product [C:1]([C@H:3]1[C@H:8]2[CH2:9][C@H:7]2[C@H:6]2[C@H:10]3[C@H:20]([CH2:21][CH2:22][C@:4]12[CH3:5])[C@:18]1([CH3:19])[C:13](=[CH:14][C:15](=[N:25][OH:26])[CH2:16][CH2:17]1)[CH2:12][CH2:11]3)#[N:2], predict the reactants needed to synthesize it. The reactants are: [C:1]([C@H:3]1[C@H:8]2[CH2:9][C@H:7]2[C@H:6]2[C@H:10]3[C@H:20]([CH2:21][CH2:22][C@:4]12[CH3:5])[C@:18]1([CH3:19])[C:13](=[CH:14][C:15](=O)[CH2:16][CH2:17]1)[CH2:12][CH2:11]3)#[N:2].Cl.[NH2:25][OH:26]. (6) Given the product [S:22]1[C:3]2[CH2:4][CH:5]3[O:8][CH:1]([C:2]=2[N:28]=[C:29]1[NH2:30])[CH2:7][CH2:6]3, predict the reactants needed to synthesize it. The reactants are: [CH:1]12[O:8][CH:5]([CH:6]=[CH:7]1)[CH2:4][CH2:3][C:2]2=O.N1CCCC1.CC1C=CC([S:22](O)(=O)=O)=CC=1.O.[S].[N:28]#[C:29][NH2:30].